This data is from Forward reaction prediction with 1.9M reactions from USPTO patents (1976-2016). The task is: Predict the product of the given reaction. (1) Given the reactants Cl[C:2]1[N:7]=[C:6]([NH:8][C:9]2[CH:14]=[CH:13][C:12]([O:15][CH3:16])=[CH:11][C:10]=2[NH:17][S:18]([CH3:21])(=[O:20])=[O:19])[C:5]([Cl:22])=[CH:4][N:3]=1.[CH3:23][O:24][C:25]1[CH:31]=[C:30]([O:32][CH3:33])[C:29]([O:34][CH3:35])=[CH:28][C:26]=1[NH2:27], predict the reaction product. The product is: [Cl:22][C:5]1[C:6]([NH:8][C:9]2[CH:14]=[CH:13][C:12]([O:15][CH3:16])=[CH:11][C:10]=2[NH:17][S:18]([CH3:21])(=[O:20])=[O:19])=[N:7][C:2]([NH:27][C:26]2[CH:28]=[C:29]([O:34][CH3:35])[C:30]([O:32][CH3:33])=[CH:31][C:25]=2[O:24][CH3:23])=[N:3][CH:4]=1. (2) The product is: [OH:7][CH2:8][CH2:9][O:10][CH:11]1[CH2:16][CH2:15][N:14]([C:17]([O:19][CH2:20][C:21]2[CH:22]=[CH:23][CH:24]=[CH:25][CH:26]=2)=[O:18])[CH2:13][CH2:12]1. Given the reactants O1CCCCC1[O:7][CH2:8][CH2:9][O:10][CH:11]1[CH2:16][CH2:15][N:14]([C:17]([O:19][CH2:20][C:21]2[CH:26]=[CH:25][CH:24]=[CH:23][CH:22]=2)=[O:18])[CH2:13][CH2:12]1.O.C1(C)C=CC(S(O)(=O)=O)=CC=1.C(=O)(O)[O-].[Na+], predict the reaction product. (3) Given the reactants CC(C)(C)[C@@H](C(O)=O)N[C:5](OCCCC=C)=[O:6].[C:18]([O:22][CH2:23][C@@H:24]([C:26]([OH:28])=[O:27])[NH2:25])([CH3:21])([CH3:20])[CH3:19].[CH3:29][C:30]([CH3:37])([CH2:33][CH2:34][CH:35]=[CH2:36])[CH2:31][OH:32], predict the reaction product. The product is: [C:18]([O:22][CH2:23][C@@H:24]([C:26]([OH:28])=[O:27])[NH:25][C:5]([O:32][CH2:31][C:30]([CH3:37])([CH3:29])[CH2:33][CH2:34][CH:35]=[CH2:36])=[O:6])([CH3:21])([CH3:19])[CH3:20]. (4) Given the reactants [Cl:1][C:2]1[CH:3]=[C:4]([NH:16][C:17]2[C:26]3[C:25]([OH:27])=[CH:24][CH:23]=[CH:22][C:21]=3[N:20]=[CH:19][N:18]=2)[CH:5]=[CH:6][C:7]=1[O:8][CH2:9][C:10]1[CH:15]=[CH:14][CH:13]=[CH:12][N:11]=1.O[C@H:29]1[CH2:34][CH2:33][O:32][C:30]1=[O:31].[CH3:35][N:36]1[CH2:41][CH2:40][NH:39][CH2:38][CH2:37]1, predict the reaction product. The product is: [Cl:1][C:2]1[CH:3]=[C:4]([NH:16][C:17]2[C:26]3[C:21](=[CH:22][CH:23]=[CH:24][C:25]=3[O:27][C@@H:29]([C:30]([N:39]3[CH2:40][CH2:41][N:36]([CH3:35])[CH2:37][CH2:38]3)=[O:31])[CH2:34][CH2:33][OH:32])[N:20]=[CH:19][N:18]=2)[CH:5]=[CH:6][C:7]=1[O:8][CH2:9][C:10]1[CH:15]=[CH:14][CH:13]=[CH:12][N:11]=1. (5) Given the reactants [C:1]([O:5][C:6](=[O:31])[CH2:7][O:8][C:9]1[C:14]2[CH2:15][CH2:16][CH2:17][CH2:18][CH:19]([NH:20][S:21]([C:24]3[CH:29]=[CH:28][C:27](I)=[CH:26][CH:25]=3)(=[O:23])=[O:22])[C:13]=2[CH:12]=[CH:11][CH:10]=1)([CH3:4])([CH3:3])[CH3:2].[CH3:32][C:33]1[CH:34]=[C:35](B(O)O)[CH:36]=[N:37][CH:38]=1.C([O-])([O-])=O.[K+].[K+], predict the reaction product. The product is: [C:1]([O:5][C:6](=[O:31])[CH2:7][O:8][C:9]1[C:14]2[CH2:15][CH2:16][CH2:17][CH2:18][CH:19]([NH:20][S:21]([C:24]3[CH:29]=[CH:28][C:27]([C:35]4[CH:36]=[N:37][CH:38]=[C:33]([CH3:32])[CH:34]=4)=[CH:26][CH:25]=3)(=[O:23])=[O:22])[C:13]=2[CH:12]=[CH:11][CH:10]=1)([CH3:4])([CH3:3])[CH3:2]. (6) Given the reactants [Cl-].[Al+3].[Cl-].[Cl-].[Br:5][C:6]1[CH:11]=[CH:10][C:9]([S:12][CH2:13][CH2:14][C:15]([CH3:17])=[CH2:16])=[C:8]([Cl:18])[CH:7]=1.[OH-].[Na+], predict the reaction product. The product is: [Br:5][C:6]1[CH:11]=[C:10]2[C:9](=[C:8]([Cl:18])[CH:7]=1)[S:12][CH2:13][CH2:14][C:15]2([CH3:17])[CH3:16]. (7) Given the reactants [CH2:1]1[CH2:24][O:23][CH:22]2[CH:3]([CH2:4][C:5]3[C@:20]([CH3:25])([CH2:21]2)[C@@H:19]2[C@H:8]([C@H:9]4[C@:16]([CH3:27])([CH2:17][C@H:18]2[OH:26])[C@@H:12]([C:13](=[O:15])[CH3:14])[CH2:11][CH2:10]4)[CH2:7][CH:6]=3)[O:2]1.[C:28](OC(=O)C)(=[O:30])[CH3:29], predict the reaction product. The product is: [CH2:1]1[CH2:24][O:23][CH:22]2[CH:3]([CH2:4][C:5]3[C@:20]([CH3:25])([CH2:21]2)[C@@H:19]2[C@H:8]([C@H:9]4[C@:16]([CH3:27])([CH2:17][C@H:18]2[O:26][C:28](=[O:30])[CH3:29])[C@@H:12]([C:13](=[O:15])[CH3:14])[CH2:11][CH2:10]4)[CH2:7][CH:6]=3)[O:2]1. (8) Given the reactants [H-].[Na+].[NH:3]1[C:11]2[C:6](=[CH:7][CH:8]=[CH:9][CH:10]=2)[C:5]([C:12]([NH2:14])=[O:13])=[CH:4]1.[CH2:15]([S:19][C:20]1[N:25]=[C:24](Cl)[CH:23]=[CH:22][N:21]=1)[CH2:16][CH2:17][CH3:18].O, predict the reaction product. The product is: [CH2:15]([S:19][C:20]1[N:21]=[C:22]([N:3]2[C:11]3[C:6](=[CH:7][CH:8]=[CH:9][CH:10]=3)[C:5]([C:12]([NH2:14])=[O:13])=[CH:4]2)[CH:23]=[CH:24][N:25]=1)[CH2:16][CH2:17][CH3:18]. (9) Given the reactants P([O-])([O-])([O-])=O.[K+].[K+].[K+].[CH3:9][C:10]1[CH:15]=[C:14]([CH3:16])[CH:13]=[CH:12][C:11]=1B(O)O.[NH2:20][C:21]1[N:26]=[C:25](Cl)[C:24]([CH:28]=[O:29])=[C:23]([Cl:30])[N:22]=1.ClCCl, predict the reaction product. The product is: [NH2:20][C:21]1[N:22]=[C:23]([Cl:30])[C:24]([CH:28]=[O:29])=[C:25]([C:11]2[CH:12]=[CH:13][C:14]([CH3:16])=[CH:15][C:10]=2[CH3:9])[N:26]=1. (10) Given the reactants [C:1]([OH:12])(=[O:11])[C:2]1[CH:10]=[C:8]([OH:9])[C:6]([OH:7])=[C:4]([OH:5])[CH:3]=1.[CH3:13][C:14]1([CH3:28])[C:23]2[C:18](=[CH:19][CH:20]=[CH:21][CH:22]=2)[C:17]([CH3:25])([CH3:24])[CH:16]([OH:26])[CH:15]1O, predict the reaction product. The product is: [OH:5][C:4]1[CH:3]=[C:2]([CH:10]=[C:8]([OH:9])[C:6]=1[OH:7])[C:1]([O:12][CH:15]1[CH:16]([O:26][C:1](=[O:11])[C:2]2[CH:10]=[C:8]([OH:9])[C:6]([OH:7])=[C:4]([OH:5])[CH:3]=2)[C:17]([CH3:25])([CH3:24])[C:18]2[C:23](=[CH:22][CH:21]=[CH:20][CH:19]=2)[C:14]1([CH3:28])[CH3:13])=[O:11].